Predict the reactants needed to synthesize the given product. From a dataset of Full USPTO retrosynthesis dataset with 1.9M reactions from patents (1976-2016). Given the product [NH2:1][C@H:2]([CH3:24])[CH2:3][O:4][C:5]1[CH:14]=[CH:13][CH:12]=[C:11]2[C:6]=1[C:7]([NH:15][C:16]1[CH:21]=[CH:20][C:19]([O:22][CH2:27][C:28]3[N:29]=[CH:30][S:31][CH:32]=3)=[C:18]([Cl:23])[CH:17]=1)=[N:8][CH:9]=[N:10]2, predict the reactants needed to synthesize it. The reactants are: [NH2:1][C@H:2]([CH3:24])[CH2:3][O:4][C:5]1[CH:14]=[CH:13][CH:12]=[C:11]2[C:6]=1[C:7]([NH:15][C:16]1[CH:21]=[CH:20][C:19]([OH:22])=[C:18]([Cl:23])[CH:17]=1)=[N:8][CH:9]=[N:10]2.Cl.Cl[CH2:27][C:28]1[N:29]=[CH:30][S:31][CH:32]=1.